From a dataset of Full USPTO retrosynthesis dataset with 1.9M reactions from patents (1976-2016). Predict the reactants needed to synthesize the given product. (1) Given the product [Br:1][C:2]1[CH:7]=[CH:6][C:5]([S:8]([CH2:15][CH2:14][CH2:13][Br:12])(=[O:22])=[O:28])=[CH:4][CH:3]=1, predict the reactants needed to synthesize it. The reactants are: [Br:1][C:2]1[CH:7]=[CH:6][C:5]([SH:8])=[CH:4][CH:3]=1.C[O-].[Na+].[Br:12][CH2:13][CH2:14][CH2:15]Br.ClC1C=C(C=CC=1)C(OO)=[O:22].[OH2:28]. (2) Given the product [CH:18]1([N:22]2[CH2:27][CH2:26][CH:25]([O:17][C:14]3[CH:15]=[CH:16][C:11]([C:5]4([CH2:4][N:2]([CH3:1])[CH3:3])[CH2:6][CH2:7][O:8][CH2:9][CH2:10]4)=[CH:12][CH:13]=3)[CH2:24][CH2:23]2)[CH2:21][CH2:20][CH2:19]1, predict the reactants needed to synthesize it. The reactants are: [CH3:1][N:2]([CH2:4][C:5]1([C:11]2[CH:16]=[CH:15][C:14]([OH:17])=[CH:13][CH:12]=2)[CH2:10][CH2:9][O:8][CH2:7][CH2:6]1)[CH3:3].[CH:18]1([N:22]2[CH2:27][CH2:26][CH:25](O)[CH2:24][CH2:23]2)[CH2:21][CH2:20][CH2:19]1.C1C=CC(P(C2C=CC=CC=2)C2C=CC=CC=2)=CC=1.CC(OC(/N=N/C(OC(C)C)=O)=O)C.ClCCl.CO.N. (3) Given the product [C:9]([NH2:12])(=[O:19])[C:6]1[CH:7]=[CH:8][CH:3]=[CH:4][CH:5]=1, predict the reactants needed to synthesize it. The reactants are: CO[C:3]1[CH:8]=[CH:7][C:6]([CH:9]([N:12](C)C)CN)=[CH:5][CH:4]=1.C([O:19]C1C(OC)=CC(C(O)=O)=CC=1OC)CCC.C(N(C(C)C)CC)(C)C.C[NH3+].F[P-](F)(F)(F)(F)F.N1(OC(N(C)C)=[N+](C)C)C2N=CC=CC=2N=N1.F[P-](F)(F)(F)(F)F. (4) Given the product [CH3:44][C:23]1([CH3:22])[CH2:28][N:27]([C:29]2[C:30]([Cl:37])=[CH:31][C:32]([Cl:36])=[CH:33][C:34]=2[Cl:35])[S:26](=[O:38])(=[O:39])[N:25]([CH2:40][C:41]([NH:64][CH:59]2[CH:58]3[CH2:57][C:56]4([C:19]([NH2:15])=[O:68])[CH2:10][CH:8]([CH2:7][CH:60]2[CH2:61]4)[CH2:9]3)=[O:42])[CH2:24]1, predict the reactants needed to synthesize it. The reactants are: Cl.C12(N)CC3[CH2:7][CH:8]([CH2:10]C(C3)C1)[CH2:9]2.CC[N:15]([CH:19](C)C)C(C)C.[CH3:22][C:23]1([CH3:44])[CH2:28][N:27]([C:29]2[C:34]([Cl:35])=[CH:33][C:32]([Cl:36])=[CH:31][C:30]=2[Cl:37])[S:26](=[O:39])(=[O:38])[N:25]([CH2:40][C:41](O)=[O:42])[CH2:24]1.CCN=C=NCCCN(C)C.[CH:56]1[CH:57]=[CH:58][C:59]2[N:64](O)N=N[C:60]=2[CH:61]=1.CS(C)=[O:68]. (5) Given the product [Cl:26][C:23]1[CH:22]=[CH:21][N:20]=[C:19]2[CH:18]=[C:17]([C:15]([N:12]3[CH2:13][CH2:14][N:9]([C:7](=[O:6])[CH3:27])[CH2:10][CH2:11]3)=[O:16])[S:25][C:24]=12, predict the reactants needed to synthesize it. The reactants are: Cl.C([O:6][C:7]([N:9]1[CH2:14][CH2:13][N:12]([C:15]([C:17]2[S:25][C:24]3[C:19](=[N:20][CH:21]=[CH:22][C:23]=3[Cl:26])[CH:18]=2)=[O:16])[CH2:11][CH2:10]1)=O)(C)(C)C.[CH3:27]O. (6) Given the product [NH2:14][C:15]1[CH:16]=[C:17]([C:21]2[CH:26]=[CH:25][C:24]([C:27]([N:4]3[CH2:5][CH2:6][N:1]([C:7]([O:9][C:10]([CH3:13])([CH3:12])[CH3:11])=[O:8])[CH2:2][CH2:3]3)=[O:28])=[CH:23][CH:22]=2)[CH:18]=[CH:19][CH:20]=1, predict the reactants needed to synthesize it. The reactants are: [N:1]1([C:7]([O:9][C:10]([CH3:13])([CH3:12])[CH3:11])=[O:8])[CH2:6][CH2:5][NH:4][CH2:3][CH2:2]1.[NH2:14][C:15]1[CH:16]=[C:17]([C:21]2[CH:26]=[CH:25][C:24]([C:27](O)=[O:28])=[CH:23][CH:22]=2)[CH:18]=[CH:19][CH:20]=1.CCN(C(C)C)C(C)C.CN(C(ON1N=NC2C=CC=CC1=2)=[N+](C)C)C.F[P-](F)(F)(F)(F)F. (7) Given the product [F:17][C:18]1[CH:23]=[CH:22][C:21]([NH:24][C:25]2[N:3]3[CH:4]=[CH:5][N:6]=[CH:7][C:2]3=[N:1][C:13]=2[C:12]2[CH:15]=[CH:16][C:9]([F:8])=[CH:10][CH:11]=2)=[CH:20][CH:19]=1, predict the reactants needed to synthesize it. The reactants are: [NH2:1][C:2]1[CH:7]=[N:6][CH:5]=[CH:4][N:3]=1.[F:8][C:9]1[CH:16]=[CH:15][C:12]([CH:13]=O)=[CH:11][CH:10]=1.[F:17][C:18]1[CH:23]=[CH:22][C:21]([N+:24]#[C-:25])=[CH:20][CH:19]=1.